The task is: Predict which catalyst facilitates the given reaction.. This data is from Catalyst prediction with 721,799 reactions and 888 catalyst types from USPTO. (1) Reactant: [CH3:1][C:2]([O:5][C:6]([N:8]1[C@@H:12]2[CH2:13][C:14]([CH2:16][C@H:9]1[CH2:10][CH2:11]2)=O)=[O:7])([CH3:4])[CH3:3].[NH2:17][CH2:18][C:19]1[CH:28]=[CH:27][C:22]([C:23]([O:25][CH3:26])=[O:24])=[CH:21][CH:20]=1.C(O)(=O)C.C(O[BH-](OC(=O)C)OC(=O)C)(=O)C.[Na+].C(=O)(O)[O-].[Na+]. Product: [CH3:26][O:25][C:23]([C:22]1[CH:27]=[CH:28][C:19]([CH2:18][NH:17][CH:14]2[CH2:16][CH:9]3[N:8]([C:6]([O:5][C:2]([CH3:4])([CH3:3])[CH3:1])=[O:7])[CH:12]([CH2:11][CH2:10]3)[CH2:13]2)=[CH:20][CH:21]=1)=[O:24]. The catalyst class is: 68. (2) The catalyst class is: 7. Product: [CH2:1]([CH:3]([C:6]1[C:10]([CH2:11][CH2:12][CH2:13][O:14][C:26]2[C:31]([CH3:32])=[CH:30][CH:29]=[CH:28][C:27]=2[CH2:33][C:34]([OH:36])=[O:35])=[CH:9][N:8]([C:15]2[N:16]=[N:17][C:18]([C:21]([F:22])([F:24])[F:23])=[CH:19][CH:20]=2)[N:7]=1)[CH2:4][CH3:5])[CH3:2]. Reactant: [CH2:1]([CH:3]([C:6]1[C:10]([CH2:11][CH2:12][CH2:13][OH:14])=[CH:9][N:8]([C:15]2[N:16]=[N:17][C:18]([C:21]([F:24])([F:23])[F:22])=[CH:19][CH:20]=2)[N:7]=1)[CH2:4][CH3:5])[CH3:2].O[C:26]1[C:31]([CH3:32])=[CH:30][CH:29]=[CH:28][C:27]=1[CH2:33][C:34]([O:36]C)=[O:35].C(P(CCCC)CCCC)CCC.N(C(N1CCCCC1)=O)=NC(N1CCCCC1)=O. (3) Reactant: [NH2:1][C:2]1[N:7]2[N:8]=[CH:9][C:10]([C:11]3[CH:12]=[N:13][C:14]([C:17]4[CH:22]=[CH:21][CH:20]=[CH:19][CH:18]=4)=[CH:15][CH:16]=3)=[C:6]2[N:5]=[C:4]([N:23]2[CH2:29][CH:28]3[NH:30][CH:25]([CH2:26][CH2:27]3)[CH2:24]2)[C:3]=1[C:31](=[O:33])[CH3:32].[N:34]1[N:35]=[C:36]([C:39](O)=[O:40])[NH:37][CH:38]=1.CCN=C=NCCCN(C)C.C1C=CC2N(O)N=NC=2C=1.CCN(C(C)C)C(C)C. Product: [N:34]1[N:35]=[C:36]([C:39]([N:30]2[CH:28]3[CH2:27][CH2:26][CH:25]2[CH2:24][N:23]([C:4]2[C:3]([C:31](=[O:33])[CH3:32])=[C:2]([NH2:1])[N:7]4[N:8]=[CH:9][C:10]([C:11]5[CH:12]=[N:13][C:14]([C:17]6[CH:18]=[CH:19][CH:20]=[CH:21][CH:22]=6)=[CH:15][CH:16]=5)=[C:6]4[N:5]=2)[CH2:29]3)=[O:40])[NH:37][CH:38]=1. The catalyst class is: 3. (4) Reactant: Br[C:2]1[CH:3]=[N:4][CH:5]=[C:6]2[C:11]=1[N:10]=[C:9]([C:12]([N:14]1[CH2:18][CH2:17][CH:16]([OH:19])[CH2:15]1)=[O:13])[CH:8]=[CH:7]2.[Cl:20][C:21]1[CH:26]=[CH:25][C:24](B(O)O)=[C:23]([F:30])[CH:22]=1.C(=O)([O-])[O-].[Cs+].[Cs+]. Product: [Cl:20][C:21]1[CH:26]=[CH:25][C:24]([C:2]2[CH:3]=[N:4][CH:5]=[C:6]3[C:11]=2[N:10]=[C:9]([C:12]([N:14]2[CH2:18][CH2:17][CH:16]([OH:19])[CH2:15]2)=[O:13])[CH:8]=[CH:7]3)=[C:23]([F:30])[CH:22]=1. The catalyst class is: 688. (5) Reactant: [NH:1]1[CH2:6][CH2:5][O:4][CH2:3][CH2:2]1.Br[C:8]1[S:12][C:11]([N:13]2[CH2:18][CH2:17][CH2:16][CH2:15][CH2:14]2)=[N:10][C:9]=1[C:19]1[CH:39]=[CH:38][C:22]([O:23][CH2:24][CH2:25][CH2:26][CH2:27][CH2:28][O:29][C:30]2[CH:37]=[CH:36][C:33]([C:34]#[N:35])=[CH:32][CH:31]=2)=[CH:21][CH:20]=1. Product: [N:1]1([C:8]2[S:12][C:11]([N:13]3[CH2:14][CH2:15][CH2:16][CH2:17][CH2:18]3)=[N:10][C:9]=2[C:19]2[CH:20]=[CH:21][C:22]([O:23][CH2:24][CH2:25][CH2:26][CH2:27][CH2:28][O:29][C:30]3[CH:31]=[CH:32][C:33]([C:34]#[N:35])=[CH:36][CH:37]=3)=[CH:38][CH:39]=2)[CH2:6][CH2:5][O:4][CH2:3][CH2:2]1. The catalyst class is: 13. (6) Reactant: [CH:1]([N:4]1[N:8]=[N:7][C:6]([CH2:9][CH2:10][OH:11])=[N:5]1)([CH3:3])[CH3:2].[CH:12]([N:15]1[C:19]([CH2:20][CH2:21][OH:22])=[N:18][N:17]=[N:16]1)([CH3:14])[CH3:13].[CH3:23][S:24](Cl)(=[O:26])=[O:25].C(N(CC)CC)C. Product: [CH:1]([N:4]1[N:8]=[N:7][C:6]([CH2:9][CH2:10][O:11][S:24]([CH3:23])(=[O:26])=[O:25])=[N:5]1)([CH3:3])[CH3:2].[CH:12]([N:15]1[C:19]([CH2:20][CH2:21][O:22][S:24]([CH3:23])(=[O:26])=[O:25])=[N:18][N:17]=[N:16]1)([CH3:14])[CH3:13]. The catalyst class is: 2.